This data is from Catalyst prediction with 721,799 reactions and 888 catalyst types from USPTO. The task is: Predict which catalyst facilitates the given reaction. Reactant: [O:1]=[C:2]1[NH:6][CH2:5][CH2:4][N:3]1[CH:7]1[CH2:12][CH2:11][N:10](C(OCC2C=CC=CC=2)=O)[CH2:9][CH2:8]1. Product: [NH:10]1[CH2:9][CH2:8][CH:7]([N:3]2[CH2:4][CH2:5][NH:6][C:2]2=[O:1])[CH2:12][CH2:11]1. The catalyst class is: 29.